From a dataset of Reaction yield outcomes from USPTO patents with 853,638 reactions. Predict the reaction yield, written as a fraction of the theoretical maximum amount of product (1.0 means a 100% yield; for example, 0.34 means a 34% yield). (1) The reactants are [Cl:1][C:2]1[CH:10]=[C:9]([Cl:11])[CH:8]=[CH:7][C:3]=1[CH2:4][NH:5][CH3:6].Br[CH2:13][C:14]([C:16]1[CH:21]=[CH:20][C:19]([Br:22])=[CH:18][CH:17]=1)=[O:15]. No catalyst specified. The product is [Br:22][C:19]1[CH:20]=[CH:21][C:16]([C:14](=[O:15])[CH2:13][N:5]([CH2:4][C:3]2[CH:7]=[CH:8][C:9]([Cl:11])=[CH:10][C:2]=2[Cl:1])[CH3:6])=[CH:17][CH:18]=1. The yield is 0.690. (2) The product is [C:1]([O:5][C:6]([NH:8][CH2:9][C:10]1[C:11]([CH2:28][CH:29]([CH3:31])[CH3:30])=[N:12][C:13]([CH3:27])=[C:14]([C:19]=1[C:20]1[CH:25]=[CH:24][C:23]([CH3:26])=[CH:22][CH:21]=1)[C:15]([OH:17])=[O:16])=[O:7])([CH3:4])([CH3:3])[CH3:2]. The yield is 0.600. The reactants are [C:1]([O:5][C:6]([NH:8][CH2:9][C:10]1[C:11]([CH2:28][CH:29]([CH3:31])[CH3:30])=[N:12][C:13]([CH3:27])=[C:14]([C:19]=1[C:20]1[CH:25]=[CH:24][C:23]([CH3:26])=[CH:22][CH:21]=1)[C:15]([O:17]C)=[O:16])=[O:7])([CH3:4])([CH3:3])[CH3:2].[OH-].[Na+].Cl. The catalyst is CO.